This data is from Full USPTO retrosynthesis dataset with 1.9M reactions from patents (1976-2016). The task is: Predict the reactants needed to synthesize the given product. (1) Given the product [OH:18][C:11]1([C:14]([F:17])([F:15])[F:16])[CH2:12][CH2:13][NH:8][CH2:9][CH:10]1[CH3:19], predict the reactants needed to synthesize it. The reactants are: C([N:8]1[CH2:13][CH2:12][C:11]([OH:18])([C:14]([F:17])([F:16])[F:15])[CH:10]([CH3:19])[CH2:9]1)C1C=CC=CC=1. (2) Given the product [Br:1][C:2]1[C:3](=[O:29])[N:4]([C:19]2[CH:20]=[C:21]([CH:25]=[CH:26][C:27]=2[F:28])[C:22]([NH:39][CH3:38])=[O:23])[C:5]([CH3:18])=[CH:6][C:7]=1[O:8][CH2:9][C:10]1[CH:15]=[CH:14][C:13]([F:16])=[CH:12][C:11]=1[F:17], predict the reactants needed to synthesize it. The reactants are: [Br:1][C:2]1[C:3](=[O:29])[N:4]([C:19]2[CH:20]=[C:21]([CH:25]=[CH:26][C:27]=2[F:28])[C:22](O)=[O:23])[C:5]([CH3:18])=[CH:6][C:7]=1[O:8][CH2:9][C:10]1[CH:15]=[CH:14][C:13]([F:16])=[CH:12][C:11]=1[F:17].ClC(OCC(C)C)=O.[CH3:38][N:39]1CCOCC1.CN.